This data is from Forward reaction prediction with 1.9M reactions from USPTO patents (1976-2016). The task is: Predict the product of the given reaction. Given the reactants [Br:1][C:2]1[CH:3]=[CH:4][C:5]([O:18][CH2:19][C:20]2[CH:25]=[CH:24][C:23]([Cl:26])=[CH:22][CH:21]=2)=[C:6]([CH2:8][N:9]2[CH2:14][CH2:13][CH:12]([CH2:15][NH:16][CH3:17])[CH2:11][CH2:10]2)[CH:7]=1.[F:27][C:28]1[CH:33]=[CH:32][C:31]([N:34]=[C:35]=[O:36])=[CH:30][CH:29]=1, predict the reaction product. The product is: [Br:1][C:2]1[CH:3]=[CH:4][C:5]([O:18][CH2:19][C:20]2[CH:25]=[CH:24][C:23]([Cl:26])=[CH:22][CH:21]=2)=[C:6]([CH2:8][N:9]2[CH2:10][CH2:11][CH:12]([CH2:15][N:16]([CH3:17])[C:35]([NH:34][C:31]3[CH:32]=[CH:33][C:28]([F:27])=[CH:29][CH:30]=3)=[O:36])[CH2:13][CH2:14]2)[CH:7]=1.